From a dataset of Forward reaction prediction with 1.9M reactions from USPTO patents (1976-2016). Predict the product of the given reaction. (1) The product is: [CH:17]1([C:15]([C:3]2[C:4]([CH3:14])=[N:5][C:6]3[S:7][C:8]4[CH2:13][CH2:12][CH2:11][C:9]=4[C:10]=3[C:2]=2[N:1]2[CH2:27][CH2:26][CH2:25][CH2:24][CH2:23]2)=[O:16])[CH2:19][CH2:18]1. Given the reactants [NH2:1][C:2]1[C:10]2[C:9]3[CH2:11][CH2:12][CH2:13][C:8]=3[S:7][C:6]=2[N:5]=[C:4]([CH3:14])[C:3]=1[C:15]([CH:17]1[CH2:19][CH2:18]1)=[O:16].[H-].[Na+].Br[CH2:23][CH2:24][CH2:25][CH2:26][CH2:27]Br, predict the reaction product. (2) Given the reactants [Br:1][C:2]1[C:3](Cl)=[N:4][C:5]([Cl:8])=[N:6][CH:7]=1.C(N(CC)C(C)C)(C)C.[CH:19]1([NH2:24])[CH2:23][CH2:22][CH2:21][CH2:20]1, predict the reaction product. The product is: [Br:1][C:2]1[C:3]([NH:24][CH:19]2[CH2:23][CH2:22][CH2:21][CH2:20]2)=[N:4][C:5]([Cl:8])=[N:6][CH:7]=1. (3) Given the reactants FC(F)(F)CN.[NH2:7][CH2:8][C:9]1[CH:14]=[CH:13][C:12]([S:15]([NH2:18])(=[O:17])=[O:16])=[CH:11][CH:10]=1.[Br:19][C:20]1[CH:21]=[C:22]2[C:27](=[CH:28][CH:29]=1)[N:26]=[C:25](NCC1C=CC(F)=CC=1)[N:24]=[C:23]2[NH:39][CH2:40][C:41]([F:44])([F:43])[F:42], predict the reaction product. The product is: [Br:19][C:20]1[CH:21]=[C:22]2[C:27](=[CH:28][CH:29]=1)[N:26]=[C:25]([NH:7][CH2:8][C:9]1[CH:10]=[CH:11][C:12]([S:15]([NH2:18])(=[O:16])=[O:17])=[CH:13][CH:14]=1)[N:24]=[C:23]2[NH:39][CH2:40][C:41]([F:42])([F:44])[F:43].